Dataset: Reaction yield outcomes from USPTO patents with 853,638 reactions. Task: Predict the reaction yield, written as a fraction of the theoretical maximum amount of product (1.0 means a 100% yield; for example, 0.34 means a 34% yield). (1) The product is [CH2:32]([C:30]1[CH:31]=[C:27]([C:22]2[N:23]([CH2:17][CH:13]([CH2:14][CH3:15])[CH2:1][CH2:2][CH2:3][CH3:4])[C:24](=[O:26])[C:25]3[C:21]=2[C:20](=[O:44])[N:19]([CH2:46][CH:47]([CH2:48][CH3:49])[CH2:50][CH2:51][CH2:52][CH3:53])[C:18]=3[C:15]2[S:16][CH:17]=[C:13]([CH2:1][CH2:2][CH2:3][CH2:4][CH2:5][CH2:6][CH2:7][CH2:8][CH2:9][CH2:10][CH2:11][CH3:12])[CH:14]=2)[S:28][CH:29]=1)[CH2:33][CH2:34][CH2:35][CH2:36][CH2:37][CH2:38][CH2:39][CH2:40][CH2:41][CH2:42][CH3:43]. No catalyst specified. The reactants are [CH2:1]([C:13]1[CH:14]=[C:15]([C:18]2[NH:19][C:20](=[O:44])[C:21]3[C:25]=2[C:24](=[O:26])[NH:23][C:22]=3[C:27]2[S:28][CH:29]=[C:30]([CH2:32][CH2:33][CH2:34][CH2:35][CH2:36][CH2:37][CH2:38][CH2:39][CH2:40][CH2:41][CH2:42][CH3:43])[CH:31]=2)[S:16][CH:17]=1)[CH2:2][CH2:3][CH2:4][CH2:5][CH2:6][CH2:7][CH2:8][CH2:9][CH2:10][CH2:11][CH3:12].Br[CH2:46][CH:47]([CH2:50][CH2:51][CH2:52][CH3:53])[CH2:48][CH3:49].C([O-])([O-])=O.[Cs+].[Cs+]. The yield is 0.213. (2) The reactants are [Cl:1][C:2]1[CH:7]=[CH:6][N:5]=[C:4]([C:8]([NH:10][C:11]2[CH:16]=[CH:15][CH:14]=[C:13]([C:17]([NH:19][NH2:20])=O)[N:12]=2)=[O:9])[CH:3]=1.[CH3:21][N:22]([CH3:25])C=O.CN(C)[C:28](=O)[CH3:29].C1(N)CC1.C(O)(=O)C. The catalyst is C1(C)C=CC=CC=1. The product is [Cl:1][C:2]1[CH:7]=[CH:6][N:5]=[C:4]([C:8]([NH:10][C:11]2[CH:16]=[CH:15][CH:14]=[C:13]([C:17]3[N:22]([CH:25]4[CH2:29][CH2:28]4)[CH:21]=[N:20][N:19]=3)[N:12]=2)=[O:9])[CH:3]=1. The yield is 0.720. (3) The reactants are [O:1]=[S:2]1(=[O:61])[CH2:7][CH2:6][N:5]([C:8]([CH3:60])([CH3:59])[CH2:9][NH:10][CH2:11][C@:12]23[CH2:55][CH2:54][C@@H:53]([C:56]([CH3:58])=[CH2:57])[C@@H:13]2[C@@H:14]2[C@@:27]([CH3:30])([CH2:28][CH2:29]3)[C@@:26]3([CH3:31])[C@@H:17]([C@:18]4([CH3:52])[C@@H:23]([CH2:24][CH2:25]3)[C:22]([CH3:33])([CH3:32])[C:21]([C:34]3[CH2:39][CH2:38][C@@:37]([CH2:50][F:51])([C:40]([O:42]CC5C=CC=CC=5)=[O:41])[CH2:36][CH:35]=3)=[CH:20][CH2:19]4)[CH2:16][CH2:15]2)[CH2:4][CH2:3]1.[OH-].[Na+]. The catalyst is O1CCOCC1.CO. The product is [O:61]=[S:2]1(=[O:1])[CH2:3][CH2:4][N:5]([C:8]([CH3:60])([CH3:59])[CH2:9][NH:10][CH2:11][C@:12]23[CH2:55][CH2:54][C@@H:53]([C:56]([CH3:58])=[CH2:57])[C@@H:13]2[C@@H:14]2[C@@:27]([CH3:30])([CH2:28][CH2:29]3)[C@@:26]3([CH3:31])[C@@H:17]([C@:18]4([CH3:52])[C@@H:23]([CH2:24][CH2:25]3)[C:22]([CH3:33])([CH3:32])[C:21]([C:34]3[CH2:39][CH2:38][C@@:37]([CH2:50][F:51])([C:40]([OH:42])=[O:41])[CH2:36][CH:35]=3)=[CH:20][CH2:19]4)[CH2:16][CH2:15]2)[CH2:6][CH2:7]1. The yield is 0.370. (4) The reactants are [Cl:1][C:2]1[N:7]=[CH:6][C:5]([S:8](Cl)(=[O:10])=[O:9])=[CH:4][CH:3]=1.[CH3:12][NH:13][CH2:14][CH2:15][N:16]1[CH2:20][CH2:19][CH2:18][CH2:17]1. The catalyst is C(Cl)Cl. The product is [Cl:1][C:2]1[N:7]=[CH:6][C:5]([S:8]([N:13]([CH3:12])[CH2:14][CH2:15][N:16]2[CH2:20][CH2:19][CH2:18][CH2:17]2)(=[O:10])=[O:9])=[CH:4][CH:3]=1. The yield is 0.800.